From a dataset of Forward reaction prediction with 1.9M reactions from USPTO patents (1976-2016). Predict the product of the given reaction. (1) Given the reactants [OH:1][C:2]1[CH:7]=[C:6]([CH3:8])[NH:5][C:4](=[O:9])[C:3]=1[C:10](=[O:25])[CH:11]=[CH:12][C:13]1[CH:18]=[CH:17][CH:16]=[C:15]([O:19][CH2:20][C:21]([O:23]C)=[O:22])[CH:14]=1.[OH-].[Na+], predict the reaction product. The product is: [OH:1][C:2]1[CH:7]=[C:6]([CH3:8])[NH:5][C:4](=[O:9])[C:3]=1[C:10](=[O:25])[CH:11]=[CH:12][C:13]1[CH:18]=[CH:17][CH:16]=[C:15]([O:19][CH2:20][C:21]([OH:23])=[O:22])[CH:14]=1. (2) Given the reactants [C:1]([O:5][C:6](=[O:40])[NH:7][CH2:8][CH2:9][CH2:10][CH2:11][C@H:12]([NH:32][C:33]([O:35][C:36]([CH3:39])([CH3:38])[CH3:37])=[O:34])[CH2:13][O:14][Si:15]([C:28]([CH3:31])([CH3:30])[CH3:29])([C:22]1[CH:27]=[CH:26][CH:25]=[CH:24][CH:23]=1)[C:16]1[CH:21]=[CH:20][CH:19]=[CH:18][CH:17]=1)([CH3:4])([CH3:3])[CH3:2].Br([O-])(=O)=[O:42].[Na+], predict the reaction product. The product is: [C:1]([O:5][C:6](=[O:40])[NH:7][C:8](=[O:42])[CH2:9][CH2:10][CH2:11][C@H:12]([NH:32][C:33]([O:35][C:36]([CH3:39])([CH3:38])[CH3:37])=[O:34])[CH2:13][O:14][Si:15]([C:28]([CH3:30])([CH3:31])[CH3:29])([C:16]1[CH:21]=[CH:20][CH:19]=[CH:18][CH:17]=1)[C:22]1[CH:27]=[CH:26][CH:25]=[CH:24][CH:23]=1)([CH3:2])([CH3:3])[CH3:4]. (3) Given the reactants [CH3:1][C:2]([C:5]1[CH:10]=[CH:9][C:8]([CH2:11][N:12]2[C:17](=[O:18])[CH2:16][C:15](=[O:19])[N:14]([CH:20]([CH3:22])[CH3:21])[C:13]2=[O:23])=[CH:7][CH:6]=1)([CH3:4])[CH3:3].C(N(C(C)C)CC)(C)C.[N:33]([CH2:36][C:37]([O:39]CC)=[O:38])=[C:34]=[O:35], predict the reaction product. The product is: [CH3:4][C:2]([C:5]1[CH:6]=[CH:7][C:8]([CH2:11][N:12]2[C:17](=[O:18])[C:16]([C:34]([NH:33][CH2:36][C:37]([OH:39])=[O:38])=[O:35])=[C:15]([OH:19])[N:14]([CH:20]([CH3:21])[CH3:22])[C:13]2=[O:23])=[CH:9][CH:10]=1)([CH3:1])[CH3:3].